From a dataset of Forward reaction prediction with 1.9M reactions from USPTO patents (1976-2016). Predict the product of the given reaction. Given the reactants [Br:1][C:2]1[CH:3]=[C:4]2[C:9](=[CH:10][CH:11]=1)[C:8](Cl)=[N:7][N:6]=[CH:5]2.C(=O)([O-])[O-].[K+].[K+].[CH3:19][N:20]([CH3:24])[CH2:21][CH2:22][NH2:23], predict the reaction product. The product is: [Br:1][C:2]1[CH:3]=[C:4]2[C:9](=[CH:10][CH:11]=1)[C:8]([NH:23][CH2:22][CH2:21][N:20]([CH3:24])[CH3:19])=[N:7][N:6]=[CH:5]2.